This data is from Full USPTO retrosynthesis dataset with 1.9M reactions from patents (1976-2016). The task is: Predict the reactants needed to synthesize the given product. (1) Given the product [CH2:33]([O:40][C:6]1[CH:7]=[C:8]([CH2:17][C:18]([O:20][CH3:28])=[O:19])[CH:9]=[C:10]([O:15][CH3:16])[C:11]=1[N+:12]([O-:14])=[O:13])[C:34]1[CH:39]=[CH:38][CH:37]=[CH:36][CH:35]=1, predict the reactants needed to synthesize it. The reactants are: [H-].[Na+].[H][H].F[C:6]1[CH:7]=[C:8]([CH2:17][C:18]([OH:20])=[O:19])[CH:9]=[C:10]([O:15][CH3:16])[C:11]=1[N+:12]([O-:14])=[O:13].[OH-].[Na+].S(=O)(=O)(O)O.[C:28](=O)(O)[O-].[Na+].[CH2:33]([OH:40])[C:34]1[CH:39]=[CH:38][CH:37]=[CH:36][CH:35]=1. (2) The reactants are: [OH:1][C@@H:2]1[C@@H:6]([CH2:7][OH:8])[CH2:5][C@@H:4]([NH:9][C:10](=[O:16])[O:11][C:12]([CH3:15])([CH3:14])[CH3:13])[CH2:3]1.N1C=CN=C1.[Si:22](Cl)([C:25]([CH3:28])([CH3:27])[CH3:26])([CH3:24])[CH3:23]. Given the product [Si:22]([O:8][CH2:7][C@@H:6]1[C@@H:2]([OH:1])[CH2:3][C@H:4]([NH:9][C:10](=[O:16])[O:11][C:12]([CH3:13])([CH3:15])[CH3:14])[CH2:5]1)([C:25]([CH3:28])([CH3:27])[CH3:26])([CH3:24])[CH3:23], predict the reactants needed to synthesize it. (3) The reactants are: [CH3:1][N:2]1[CH2:7][CH2:6][CH:5]([NH2:8])[CH2:4][CH2:3]1.C(N(CC)CC)C.[I:16][C:17]1[CH:25]=[CH:24][C:20]([C:21](Cl)=[O:22])=[CH:19][CH:18]=1. Given the product [I:16][C:17]1[CH:25]=[CH:24][C:20]([C:21]([NH:8][CH:5]2[CH2:6][CH2:7][N:2]([CH3:1])[CH2:3][CH2:4]2)=[O:22])=[CH:19][CH:18]=1, predict the reactants needed to synthesize it. (4) Given the product [F:1][C:2]1[CH:3]=[CH:4][C:5]([C:8]2[N:9]=[C:10]([S:13][CH2:14][C:15]([NH:18][C:19]3[CH:24]=[CH:23][CH:22]=[CH:21][N:20]=3)=[O:17])[S:11][CH:12]=2)=[CH:6][CH:7]=1, predict the reactants needed to synthesize it. The reactants are: [F:1][C:2]1[CH:7]=[CH:6][C:5]([C:8]2[N:9]=[C:10]([S:13][CH2:14][C:15]([OH:17])=O)[S:11][CH:12]=2)=[CH:4][CH:3]=1.[NH2:18][C:19]1[CH:24]=[CH:23][CH:22]=[CH:21][N:20]=1. (5) Given the product [I:21][C:10]1[C:4]2[C:5](=[N:6][CH:7]=[C:2]([CH3:1])[CH:3]=2)[N:8]([Si:11]([CH:15]([CH3:17])[CH3:16])([CH:12]([CH3:14])[CH3:13])[CH:18]([CH3:20])[CH3:19])[CH:9]=1, predict the reactants needed to synthesize it. The reactants are: [CH3:1][C:2]1[CH:3]=[C:4]2[CH:10]=[CH:9][N:8]([Si:11]([CH:18]([CH3:20])[CH3:19])([CH:15]([CH3:17])[CH3:16])[CH:12]([CH3:14])[CH3:13])[C:5]2=[N:6][CH:7]=1.[I:21]N1C(=O)CCC1=O. (6) The reactants are: C(O)(=O)C.[CH2:5]([O:7][C:8](=[O:16])[CH2:9][C:10]([C:12]([F:15])([F:14])[F:13])=O)[CH3:6].[CH3:17][NH2:18]. Given the product [CH2:5]([O:7][C:8](=[O:16])/[CH:9]=[C:10](\[NH:18][CH3:17])/[C:12]([F:15])([F:14])[F:13])[CH3:6], predict the reactants needed to synthesize it. (7) Given the product [CH2:11]([C:4]1[S:3][C:2]2[NH:1][C:17](=[O:23])[N:38]([C:35]3[CH:34]=[C:33]([CH3:32])[O:37][N:36]=3)[C:7](=[O:9])[C:6]=2[CH:5]=1)[CH3:12], predict the reactants needed to synthesize it. The reactants are: [NH2:1][C:2]1[S:3][C:4]([CH2:11][CH3:12])=[CH:5][C:6]=1[C:7]([O:9]C)=O.ClC(Cl)(O[C:17](=[O:23])OC(Cl)(Cl)Cl)Cl.C(N(CC)CC)C.[CH3:32][C:33]1[O:37][N:36]=[C:35]([NH2:38])[CH:34]=1. (8) The reactants are: [Cl:1][C:2]1[CH:6]=[C:5]([C:7]([O:9]C)=[O:8])[N:4]([C:11]2[CH:12]=[N:13][CH:14]=[CH:15][CH:16]=2)[N:3]=1.O.[OH-].[Li+].O1CCOCC1. Given the product [Cl:1][C:2]1[CH:6]=[C:5]([C:7]([OH:9])=[O:8])[N:4]([C:11]2[CH:12]=[N:13][CH:14]=[CH:15][CH:16]=2)[N:3]=1, predict the reactants needed to synthesize it. (9) Given the product [CH2:29]([N:19]([CH2:18][CH2:17][CH2:16][N:8]([CH2:7][C:4]1[CH:3]=[CH:2][CH:1]=[CH:6][CH:5]=1)[CH2:58][C:57]1[CH:60]=[CH:61][C:54]([C:49]2[CH:50]=[CH:51][CH:52]=[CH:53][N:48]=2)=[CH:55][CH:56]=1)[C:20](=[O:21])[O:22][CH2:23][C:24]1[S:28][CH:27]=[N:26][CH:25]=1)[C:30]1[CH:35]=[CH:34][CH:33]=[CH:32][CH:31]=1, predict the reactants needed to synthesize it. The reactants are: [C:1]1(C2C=CC=CC=2)[CH:6]=[CH:5][C:4]([CH2:7][N:8]([CH2:16][CH2:17][CH2:18][N:19]([CH2:29][C:30]2[CH:35]=[CH:34][C:33](C3C=CC=CC=3)=[CH:32][CH:31]=2)[C:20]([O:22][CH2:23][C:24]2[S:28][CH:27]=[N:26][CH:25]=2)=[O:21])C(=O)OC(C)(C)C)=[CH:3][CH:2]=1.[N:48]1[CH:53]=[CH:52][CH:51]=[CH:50][C:49]=1[C:54]1[CH:61]=[CH:60][C:57]([CH:58]=O)=[CH:56][CH:55]=1.CC(O)=O.